From a dataset of Full USPTO retrosynthesis dataset with 1.9M reactions from patents (1976-2016). Predict the reactants needed to synthesize the given product. (1) Given the product [NH2:16][CH2:17][C:18]([NH:19][C:20]1[C:29]([NH2:30])=[C:28]2[C:23]([C@@H:24]([C:34]3[CH:39]=[C:38]([O:40][CH3:41])[C:37]([O:42][CH3:43])=[C:36]([Br:44])[CH:35]=3)[C:25]([C:32]#[N:33])=[C:26]([NH2:31])[O:27]2)=[CH:22][CH:21]=1)=[O:45], predict the reactants needed to synthesize it. The reactants are: C1C2C(OC(=O)[N:16](C)[CH2:17][C:18](=[O:45])[NH:19][C:20]3[C:29]([NH2:30])=[C:28]4[C:23]([C@@H:24]([C:34]5[CH:39]=[C:38]([O:40][CH3:41])[C:37]([O:42][CH3:43])=[C:36]([Br:44])[CH:35]=5)[C:25]([C:32]#[N:33])=[C:26]([NH2:31])[O:27]4)=[CH:22][CH:21]=3)C3C(=CC=CC=3)C=2C=CC=1.C(Cl)Cl.[OH-].[Na+]. (2) Given the product [C:23]([O:26][C@@H:27]([C:29]1[N:34]=[C:33]([N:10]2[CH2:11][CH2:12][C:7](=[CH:6][C:5]3[CH:13]=[CH:14][CH:15]=[C:3]([Cl:2])[CH:4]=3)[CH2:8][CH2:9]2)[CH:32]=[CH:31][N:30]=1)[CH3:28])(=[O:25])[CH2:24][CH2:16][CH3:17], predict the reactants needed to synthesize it. The reactants are: Cl.[Cl:2][C:3]1[CH:4]=[C:5]([CH:13]=[CH:14][CH:15]=1)[CH:6]=[C:7]1[CH2:12][CH2:11][NH:10][CH2:9][CH2:8]1.[CH2:16](N(CC)CC)[CH3:17].[C:23]([O:26][C@@H:27]([C:29]1[N:34]=[C:33](Cl)[CH:32]=[CH:31][N:30]=1)[CH3:28])(=[O:25])[CH3:24].